From a dataset of Full USPTO retrosynthesis dataset with 1.9M reactions from patents (1976-2016). Predict the reactants needed to synthesize the given product. (1) Given the product [CH3:1][N:2]([CH3:6])[C:3]([N:14]1[CH2:13][C:12]2[CH:15]=[CH:16][C:17]([C:19]([O:21][CH3:22])=[O:20])=[CH:18][C:11]=2[O:10][CH2:9][C@@H:8]1[CH3:7])=[O:4], predict the reactants needed to synthesize it. The reactants are: [CH3:1][N:2]([CH3:6])[C:3](Cl)=[O:4].[CH3:7][C@@H:8]1[NH:14][CH2:13][C:12]2[CH:15]=[CH:16][C:17]([C:19]([O:21][CH3:22])=[O:20])=[CH:18][C:11]=2[O:10][CH2:9]1.C(N(CC)CC)C. (2) Given the product [CH3:22][N:23]1[CH2:28][CH2:27][N:26]([C:19]([C:16]2[CH:15]=[C:14]([C:11]3[CH:12]=[N:13][C:8]([O:1][C:2]4[CH:3]=[CH:4][CH:5]=[CH:6][CH:7]=4)=[N:9][CH:10]=3)[NH:18][N:17]=2)=[O:21])[CH2:25][CH2:24]1, predict the reactants needed to synthesize it. The reactants are: [O:1]([C:8]1[N:13]=[CH:12][C:11]([C:14]2[NH:18][N:17]=[C:16]([C:19]([OH:21])=O)[CH:15]=2)=[CH:10][N:9]=1)[C:2]1[CH:7]=[CH:6][CH:5]=[CH:4][CH:3]=1.[CH3:22][N:23]1[CH2:28][CH2:27][NH:26][CH2:25][CH2:24]1.C(N(CC)CC)C. (3) Given the product [C:42]([Si:39]([CH3:41])([CH3:40])[O:38][CH2:37][CH2:36][N:11]1[C:12]2[C:17](=[CH:16][C:15]([C:19]([N:21]3[CH2:25][CH2:24][CH2:23][C@H:22]3[CH2:26][N:27]3[CH2:31][CH2:30][CH2:29][CH2:28]3)=[O:20])=[CH:14][CH:13]=2)[CH:18]=[C:10]1[C:8]([N:5]1[CH2:6][CH2:7][C:2]([F:1])([F:32])[CH2:3][CH2:4]1)=[O:9])([CH3:45])([CH3:44])[CH3:43], predict the reactants needed to synthesize it. The reactants are: [F:1][C:2]1([F:32])[CH2:7][CH2:6][N:5]([C:8]([C:10]2[NH:11][C:12]3[C:17]([CH:18]=2)=[CH:16][C:15]([C:19]([N:21]2[CH2:25][CH2:24][CH2:23][C@H:22]2[CH2:26][N:27]2[CH2:31][CH2:30][CH2:29][CH2:28]2)=[O:20])=[CH:14][CH:13]=3)=[O:9])[CH2:4][CH2:3]1.[H-].[Na+].Br[CH2:36][CH2:37][O:38][Si:39]([C:42]([CH3:45])([CH3:44])[CH3:43])([CH3:41])[CH3:40].